This data is from NCI-60 drug combinations with 297,098 pairs across 59 cell lines. The task is: Regression. Given two drug SMILES strings and cell line genomic features, predict the synergy score measuring deviation from expected non-interaction effect. (1) Drug 1: C1CC(=O)NC(=O)C1N2C(=O)C3=CC=CC=C3C2=O. Drug 2: C1C(C(OC1N2C=NC3=C2NC=NCC3O)CO)O. Cell line: RPMI-8226. Synergy scores: CSS=11.2, Synergy_ZIP=-6.39, Synergy_Bliss=-6.41, Synergy_Loewe=-2.71, Synergy_HSA=-2.43. (2) Drug 1: CC12CCC3C(C1CCC2NC(=O)OCC(F)(F)F)CCC4C3(C=CC(=O)N4C)C. Drug 2: CS(=O)(=O)CCNCC1=CC=C(O1)C2=CC3=C(C=C2)N=CN=C3NC4=CC(=C(C=C4)OCC5=CC(=CC=C5)F)Cl. Cell line: OVCAR3. Synergy scores: CSS=16.4, Synergy_ZIP=-1.91, Synergy_Bliss=2.40, Synergy_Loewe=-0.846, Synergy_HSA=2.02. (3) Cell line: MOLT-4. Drug 1: C1C(C(OC1N2C=NC3=C2NC=NCC3O)CO)O. Drug 2: C1C(C(OC1N2C=NC(=NC2=O)N)CO)O. Synergy scores: CSS=41.5, Synergy_ZIP=-0.154, Synergy_Bliss=0.129, Synergy_Loewe=-20.3, Synergy_HSA=2.13. (4) Drug 1: C1CCN(CC1)CCOC2=CC=C(C=C2)C(=O)C3=C(SC4=C3C=CC(=C4)O)C5=CC=C(C=C5)O. Drug 2: CN1C2=C(C=C(C=C2)N(CCCl)CCCl)N=C1CCCC(=O)O.Cl. Cell line: SNB-75. Synergy scores: CSS=1.75, Synergy_ZIP=0.159, Synergy_Bliss=2.47, Synergy_Loewe=0.123, Synergy_HSA=1.52.